Predict the reactants needed to synthesize the given product. From a dataset of Full USPTO retrosynthesis dataset with 1.9M reactions from patents (1976-2016). (1) Given the product [Br-:19].[C:20]([CH2:23][CH2:24][CH2:25][CH2:26][CH2:27][N+:28]1[C:37]2[C:32](=[CH:33][C:34]([CH3:38])=[CH:35][CH:36]=2)[CH:31]=[CH:30][C:29]=1/[CH:40]=[CH:15]/[C:9]1[C:10](=[O:14])[O:11][C:12]2[C:7]([CH:8]=1)=[CH:6][CH:5]=[C:4]([N:3]([CH2:17][CH3:18])[CH2:1][CH3:2])[CH:13]=2)([OH:22])=[O:21], predict the reactants needed to synthesize it. The reactants are: [CH2:1]([N:3]([CH2:17][CH3:18])[C:4]1[CH:13]=[C:12]2[C:7]([CH:8]=[C:9]([CH:15]=O)[C:10](=[O:14])[O:11]2)=[CH:6][CH:5]=1)[CH3:2].[Br-:19].[C:20]([CH2:23][CH2:24][CH2:25][CH2:26][CH2:27][N+:28]1[C:37]2[C:32](=[CH:33][C:34]([CH3:38])=[CH:35][CH:36]=2)[C:31](C)=[CH:30][CH:29]=1)([OH:22])=[O:21].[CH3:40]O.O. (2) Given the product [CH2:13]([O:20][C:21]1[CH:26]=[CH:25][N:24]([C:27]2[S:28][C:29]([C:33]([NH:10][CH2:9][C:6]3[CH:7]=[N:8][C:3]([C:2]([F:11])([F:1])[F:12])=[CH:4][CH:5]=3)=[O:34])=[C:30]([CH3:32])[N:31]=2)[C:23](=[O:36])[CH:22]=1)[C:14]1[CH:19]=[CH:18][CH:17]=[CH:16][CH:15]=1, predict the reactants needed to synthesize it. The reactants are: [F:1][C:2]([F:12])([F:11])[C:3]1[N:8]=[CH:7][C:6]([CH2:9][NH2:10])=[CH:5][CH:4]=1.[CH2:13]([O:20][C:21]1[CH:26]=[CH:25][N:24]([C:27]2[S:28][C:29]([C:33](O)=[O:34])=[C:30]([CH3:32])[N:31]=2)[C:23](=[O:36])[CH:22]=1)[C:14]1[CH:19]=[CH:18][CH:17]=[CH:16][CH:15]=1. (3) Given the product [I:43][CH2:2][CH2:3][C:4]1[CH:9]=[CH:8][C:7]([C:10](=[O:18])[CH2:11][CH2:12][CH2:13][CH2:14][CH2:15][CH2:16][CH3:17])=[CH:6][CH:5]=1, predict the reactants needed to synthesize it. The reactants are: O[CH2:2][CH2:3][C:4]1[CH:9]=[CH:8][C:7]([C:10](=[O:18])[CH2:11][CH2:12][CH2:13][CH2:14][CH2:15][CH2:16][CH3:17])=[CH:6][CH:5]=1.N1C=CN=C1.C1(P(C2C=CC=CC=2)C2C=CC=CC=2)C=CC=CC=1.[I:43]I. (4) Given the product [CH2:31]([O:30][C:28]([CH:27]1[CH2:33][CH2:34][N:24]([S:20]([C:11]2[N:10]([S:7]([C:1]3[CH:6]=[CH:5][CH:4]=[CH:3][CH:2]=3)(=[O:9])=[O:8])[C:18]3[C:13]([CH:12]=2)=[CH:14][C:15]([Cl:19])=[CH:16][CH:17]=3)(=[O:22])=[O:21])[CH2:25][CH2:26]1)=[O:29])[CH3:32], predict the reactants needed to synthesize it. The reactants are: [C:1]1([S:7]([N:10]2[C:18]3[C:13](=[CH:14][C:15]([Cl:19])=[CH:16][CH:17]=3)[CH:12]=[C:11]2[S:20](Cl)(=[O:22])=[O:21])(=[O:9])=[O:8])[CH:6]=[CH:5][CH:4]=[CH:3][CH:2]=1.[NH:24]1[CH2:34][CH2:33][CH:27]([C:28]([O:30][CH2:31][CH3:32])=[O:29])[CH2:26][CH2:25]1.C(N(CC)C(C)C)(C)C.